Predict which catalyst facilitates the given reaction. From a dataset of Catalyst prediction with 721,799 reactions and 888 catalyst types from USPTO. (1) Reactant: [OH:1][C:2]1[C:9]([CH3:10])=[C:8]([CH3:11])[C:7]([N+:12]([O-:14])=[O:13])=[C:6]([CH3:15])[C:3]=1[CH:4]=O.C(=O)([O-])[O-].[K+].[K+].Br[CH2:23][C:24]([O:26][CH2:27][CH3:28])=[O:25].O. Product: [N+:12]([C:7]1[C:8]([CH3:11])=[C:9]([CH3:10])[C:2]2[O:1][C:23]([C:24]([O:26][CH2:27][CH3:28])=[O:25])=[CH:4][C:3]=2[C:6]=1[CH3:15])([O-:14])=[O:13]. The catalyst class is: 9. (2) Reactant: [CH2:1]([N:8]1[CH2:13][CH2:12][CH:11]([CH2:14][NH:15][C:16]2[CH:21]=[C:20]([N:22]([CH2:31][O:32][CH2:33][CH2:34][Si:35]([CH3:38])([CH3:37])[CH3:36])[CH2:23][O:24][CH2:25][CH2:26][Si:27]([CH3:30])([CH3:29])[CH3:28])[N:19]3[N:39]=[CH:40][C:41]([C:42]4[CH:43]=[N:44][C:45]5[C:50]([CH:51]=4)=[CH:49][C:48]([F:52])=[CH:47][CH:46]=5)=[C:18]3[N:17]=2)[CH2:10][CH2:9]1)[C:2]1[CH:7]=[CH:6][CH:5]=[CH:4][CH:3]=1.[CH3:53][C:54]([O:57][C:58](O[C:58]([O:57][C:54]([CH3:56])([CH3:55])[CH3:53])=[O:59])=[O:59])([CH3:56])[CH3:55].C(N(CC)CC)C. Product: [CH2:1]([N:8]1[CH2:9][CH2:10][CH:11]([CH2:14][N:15]([C:16]2[CH:21]=[C:20]([N:22]([CH2:31][O:32][CH2:33][CH2:34][Si:35]([CH3:38])([CH3:37])[CH3:36])[CH2:23][O:24][CH2:25][CH2:26][Si:27]([CH3:30])([CH3:28])[CH3:29])[N:19]3[N:39]=[CH:40][C:41]([C:42]4[CH:43]=[N:44][C:45]5[C:50]([CH:51]=4)=[CH:49][C:48]([F:52])=[CH:47][CH:46]=5)=[C:18]3[N:17]=2)[C:58](=[O:59])[O:57][C:54]([CH3:56])([CH3:55])[CH3:53])[CH2:12][CH2:13]1)[C:2]1[CH:3]=[CH:4][CH:5]=[CH:6][CH:7]=1. The catalyst class is: 166. (3) Reactant: Br[C:2]1[CH:3]=[CH:4][CH:5]=[C:6]2[C:10]=1[NH:9][CH:8]=[CH:7]2.C([Li])CCC.[C:16]([O:20][C:21]([N:23]1[CH2:28][CH2:27][C:26](=[O:29])[CH2:25][CH2:24]1)=[O:22])([CH3:19])([CH3:18])[CH3:17]. Product: [C:16]([O:20][C:21]([N:23]1[CH2:28][CH2:27][C:26]([OH:29])([C:2]2[CH:3]=[CH:4][CH:5]=[C:6]3[C:10]=2[NH:9][CH:8]=[CH:7]3)[CH2:25][CH2:24]1)=[O:22])([CH3:19])([CH3:17])[CH3:18]. The catalyst class is: 1. (4) Reactant: [CH3:1][N:2]1[C:10]([CH3:11])=[C:9]2[C:4]([CH:5]=[C:6]([NH:12][C:13]3[N:18]=[C:17]([N:19]([CH3:30])[CH:20]4[CH2:29][CH2:28][C:23]5([CH2:27][NH:26][CH2:25][CH2:24]5)[CH2:22][CH2:21]4)[CH:16]=[CH:15][N:14]=3)[CH:7]=[CH:8]2)=[N:3]1.[C:31]([CH2:33][C:34](O)=[O:35])#[N:32].CN(C(ON1N=NC2C=CC=NC1=2)=[N+](C)C)C.F[P-](F)(F)(F)(F)F.CCN(CC)CC. Product: [CH3:1][N:2]1[C:10]([CH3:11])=[C:9]2[C:4]([CH:5]=[C:6]([NH:12][C:13]3[N:18]=[C:17]([N:19]([CH3:30])[CH:20]4[CH2:29][CH2:28][C:23]5([CH2:27][N:26]([C:34](=[O:35])[CH2:33][C:31]#[N:32])[CH2:25][CH2:24]5)[CH2:22][CH2:21]4)[CH:16]=[CH:15][N:14]=3)[CH:7]=[CH:8]2)=[N:3]1. The catalyst class is: 59. (5) The catalyst class is: 2. Reactant: [C:1]1([SH:7])[CH:6]=[CH:5][CH:4]=[CH:3][CH:2]=1.[H-].[Na+].Cl[CH2:11][C:12]1[NH:31][C:15]2=[CH:16][C:17]3[C:18]([CH3:30])([CH3:29])[C:19](=[O:28])[N:20]([CH2:23][CH2:24][CH2:25][CH2:26][CH3:27])[C:21]=3[CH:22]=[C:14]2[N:13]=1.ClC1C=C(C(OO)=[O:40])C=CC=1. Product: [C:1]1([S:7]([CH2:11][C:12]2[NH:31][C:15]3=[CH:16][C:17]4[C:18]([CH3:30])([CH3:29])[C:19](=[O:28])[N:20]([CH2:23][CH2:24][CH2:25][CH2:26][CH3:27])[C:21]=4[CH:22]=[C:14]3[N:13]=2)=[O:40])[CH:6]=[CH:5][CH:4]=[CH:3][CH:2]=1. (6) Reactant: Cl[C:2]1[C:7]([NH2:8])=[CH:6][CH:5]=[CH:4][N:3]=1.[N+:9]([C:12]1[CH:13]=[C:14]([CH:18]=[CH:19][CH:20]=1)[C:15](Cl)=[O:16])([O-:11])=[O:10].C(O)(=O)C. Product: [N+:9]([C:12]1[CH:13]=[C:14]([C:15]2[O:16][C:2]3[C:7]([N:8]=2)=[CH:6][CH:5]=[CH:4][N:3]=3)[CH:18]=[CH:19][CH:20]=1)([O-:11])=[O:10]. The catalyst class is: 436.